Task: Binary Classification. Given a miRNA mature sequence and a target amino acid sequence, predict their likelihood of interaction.. Dataset: Experimentally validated miRNA-target interactions with 360,000+ pairs, plus equal number of negative samples (1) The miRNA is mmu-miR-466i-5p with sequence UGUGUGUGUGUGUGUGUGUG. The protein sequence of the target gene is MENQKENLFSEPHKRGLMKSPLHPSSKANMVLAEIQPDLGPLTTPTKPKEVSQGEPWTPTANLKMLISAVSPEIRSRDQKRGLSDNRSALPEARDCLHEHLSGDEFEKSQPSRKEKSLGLLCHKFLARYPKYPNPAVNNDICLDEVAEELNVERRRIYDIVNVLESLHMVSRLAKNRYTWHGRHNLTKTLGTLKSVGEENKYAEQIMMIKRKEYEQEFDFIKSCGIEDHVIKSHTGQNGHSDMCFVELPGVEFRAASVNSRKDKSLRVMSQKFVMLFLVSTPQIVSLEIAAKILIGEDHV.... Result: 1 (interaction). (2) The miRNA is rno-miR-151-5p with sequence UCGAGGAGCUCACAGUCUAGU. The protein sequence of the target gene is MGLRAGGTLGRAGAGRGAPEGPGPSGGAQGGSIHSGRIAAVHNVPLSVLIRPLPSVLDPAKVQSLVDTIREDPDSVPPIDVLWIKGAQGGDYFYSFGGCHRYAAYQQLQRETIPAKLVQSTLSDLRVYLGASTPDLQ. Result: 0 (no interaction). (3) The miRNA is mmu-miR-5046 with sequence AGCUCCCGCCACUGUGACCCCCUU. The protein sequence of the target gene is MDASTPLPPASSSPRCNPAPQTIHIEFPHHSSSLLESLNRHRLEGKFCDVSLLVQGRELRAHKAVLAAASPYFHDKLLLGDAPRLTLPNVIEADAFEGLLQLIYSGSLHLPLDALPAHLLVASGLQMWQVVDRCSEILRELETSGGISAGGRASSLTLISTTSSGGWCIRSSPFQNPVRSSASTENSVLPESPAGGEGSELEGMLQIQVKVEEEEEQGSAAPLFQTPQPERVSGGVSQACGSHPLPTPALPSKPSEDESSTVDPPAPPVQASQILYVNQENVECKEEIARGTKEKTKVLS.... Result: 0 (no interaction). (4) The miRNA is rno-miR-497-5p with sequence CAGCAGCACACUGUGGUUUGUA. The protein sequence of the target gene is MIDSSKKQPQGFPEILTAEDFEPFKEKECLEGSNQKSLKEVLQLRLQQRRTREQLVDQGIMPPLKSPAAFHEQIKSLERARTENFLKHKIRSRPDRSELVRMHILEETFAEPSLQATQMKLKRARLADDLNEKIAQRPGPMELVEKNILPVDSSVKEAIIGVVKEDYPHTHGEFSFDEDSSDALSPDQPASQESQGSAASPSEPKVSASPPPVTASTPAQFTSVSPAVPEFLKTPLTADQPPTRSTAPVLPTNTVSSAKSGPMLVKQSHPKNPNDKHRSKKCKDPKPRVKKLKYHQYIPP.... Result: 0 (no interaction).